Dataset: Full USPTO retrosynthesis dataset with 1.9M reactions from patents (1976-2016). Task: Predict the reactants needed to synthesize the given product. (1) Given the product [CH2:34]([O:20][C:17]1[CH:16]=[CH:15][C:14]([CH:13]2[CH2:12][CH2:11][N:10]([C:21]([O:23][C:24]([CH3:27])([CH3:26])[CH3:25])=[O:22])[CH2:9][CH:8]2[OH:7])=[CH:19][CH:18]=1)[C:35]1[CH:40]=[CH:39][CH:38]=[CH:37][CH:36]=1, predict the reactants needed to synthesize it. The reactants are: CCCCCC.[OH:7][CH:8]1[CH:13]([C:14]2[CH:19]=[CH:18][C:17]([OH:20])=[CH:16][CH:15]=2)[CH2:12][CH2:11][N:10]([C:21]([O:23][C:24]([CH3:27])([CH3:26])[CH3:25])=[O:22])[CH2:9]1.C(=O)([O-])[O-].[K+].[K+].[CH2:34](Br)[C:35]1[CH:40]=[CH:39][CH:38]=[CH:37][CH:36]=1. (2) Given the product [CH2:1]([O:8][CH2:9][CH2:10][CH2:11][C@H:12]([C:21]1[O:25][N:24]=[C:23]([C:26]2[CH:30]=[C:29]([C:31]([F:37])([F:36])[C:32]([CH3:35])([CH3:34])[CH3:33])[O:28][N:27]=2)[C:22]=1[CH:39]1[CH2:41][CH2:40]1)[CH2:13][C:14]([O:16][C:17]([CH3:20])([CH3:19])[CH3:18])=[O:15])[C:2]1[CH:7]=[CH:6][CH:5]=[CH:4][CH:3]=1, predict the reactants needed to synthesize it. The reactants are: [CH2:1]([O:8][CH2:9][CH2:10][CH2:11][C@H:12]([C:21]1[O:25][N:24]=[C:23]([C:26]2[CH:30]=[C:29]([C:31]([F:37])([F:36])[C:32]([CH3:35])([CH3:34])[CH3:33])[O:28][N:27]=2)[C:22]=1I)[CH2:13][C:14]([O:16][C:17]([CH3:20])([CH3:19])[CH3:18])=[O:15])[C:2]1[CH:7]=[CH:6][CH:5]=[CH:4][CH:3]=1.[CH:39]1(B2OC(C)(C)C(C)(C)O2)[CH2:41][CH2:40]1.P([O-])([O-])([O-])=O.[K+].[K+].[K+]. (3) Given the product [NH:33](/[CH:34]=[CH:35]/[CH:36]=[CH:25]/[C:4]1[C:5]([CH3:24])([CH2:16][CH2:17][CH2:18][CH2:19][S:20]([OH:23])(=[O:22])=[O:21])[C:6]2[C:11](=[CH:10][CH:9]=[C:8]([S:12]([O-:15])(=[O:13])=[O:14])[CH:7]=2)[N+:3]=1[CH2:1][CH3:2])[C:27]1[CH:32]=[CH:31][CH:30]=[CH:29][CH:28]=1, predict the reactants needed to synthesize it. The reactants are: [CH2:1]([N+:3]1[C:11]2[C:6](=[CH:7][C:8]([S:12]([O-:15])(=[O:14])=[O:13])=[CH:9][CH:10]=2)[C:5]([CH3:24])([CH2:16][CH2:17][CH2:18][CH2:19][S:20]([OH:23])(=[O:22])=[O:21])[C:4]=1[CH3:25])[CH3:2].Cl.[C:27]1([N:33]=[CH:34][CH2:35][CH:36]=NC2C=CC=CC=2)[CH:32]=[CH:31][CH:30]=[CH:29][CH:28]=1. (4) Given the product [Cl:1][C:2]1[C:7]([O:8][CH3:9])=[CH:6][C:5]([O:10][CH3:11])=[CH:4][C:3]=1[C:12]1[C:23](=[O:24])[N:22]([CH2:25][CH2:26][N:27]2[CH2:32][CH2:31][NH:30][CH2:29][CH2:28]2)[C:15]2[N:16]=[C:17]([NH:20][CH3:21])[N:18]=[CH:19][C:14]=2[CH:13]=1, predict the reactants needed to synthesize it. The reactants are: [Cl:1][C:2]1[C:7]([O:8][CH3:9])=[CH:6][C:5]([O:10][CH3:11])=[CH:4][C:3]=1[C:12]1[C:23](=[O:24])[N:22]([CH2:25][CH2:26][N:27]2[CH2:32][CH2:31][N:30](C(OC(C)(C)C)=O)[CH2:29][CH2:28]2)[C:15]2[N:16]=[C:17]([NH:20][CH3:21])[N:18]=[CH:19][C:14]=2[CH:13]=1.C(O)(C(F)(F)F)=O. (5) Given the product [CH:23]([N:18]1[C:17]([C:11]2[S:12][C:13]3[CH2:14][CH2:15][O:16][C:7]4[CH:6]=[C:5]([CH:3]5[CH2:4][N:1]([CH2:37][CH2:36][OH:35])[CH2:2]5)[CH:27]=[CH:26][C:8]=4[C:9]=3[N:10]=2)=[N:21][C:20]([CH3:22])=[N:19]1)([CH3:25])[CH3:24], predict the reactants needed to synthesize it. The reactants are: [NH:1]1[CH2:4][CH:3]([C:5]2[CH:27]=[CH:26][C:8]3[C:9]4[N:10]=[C:11]([C:17]5[N:18]([CH:23]([CH3:25])[CH3:24])[N:19]=[C:20]([CH3:22])[N:21]=5)[S:12][C:13]=4[CH2:14][CH2:15][O:16][C:7]=3[CH:6]=2)[CH2:2]1.[Si]([O:35][CH2:36][CH:37]=O)(C(C)(C)C)(C)C.C(O)(=O)C.C(O[BH-](OC(=O)C)OC(=O)C)(=O)C.[Na+].Cl.[OH-].[Na+]. (6) Given the product [O:18]1[CH:19]=[CH:20][CH:21]=[C:17]1[C:2]1[CH:3]=[C:4]2[C:8](=[CH:9][CH:10]=1)[NH:7][C:6](=[O:11])[CH2:5]2, predict the reactants needed to synthesize it. The reactants are: Br[C:2]1[CH:3]=[C:4]2[C:8](=[CH:9][CH:10]=1)[NH:7][C:6](=[O:11])[CH2:5]2.C([Sn](CCCC)(CCCC)[C:17]1[O:18][CH:19]=[CH:20][CH:21]=1)CCC. (7) Given the product [N:40]1([CH2:39][CH2:38][NH:37][C:9]([C:11]2[N:12]([CH3:32])[C:13]3[C:21]([CH:22]=2)=[C:20]2[C:16]([C:17](=[O:24])[NH:18][C:19]2=[O:23])=[C:15]([C:25]2[CH:30]=[CH:29][CH:28]=[CH:27][C:26]=2[Cl:31])[CH:14]=3)=[O:8])[CH2:44][CH2:43][CH2:42][CH2:41]1, predict the reactants needed to synthesize it. The reactants are: FC1C([O:8][C:9]([C:11]2[N:12]([CH3:32])[C:13]3[C:21]([CH:22]=2)=[C:20]2[C:16]([C:17](=[O:24])[NH:18][C:19]2=[O:23])=[C:15]([C:25]2[CH:30]=[CH:29][CH:28]=[CH:27][C:26]=2[Cl:31])[CH:14]=3)=O)=C(F)C(F)=C(F)C=1F.[NH2:37][CH2:38][CH2:39][N:40]1[CH2:44][CH2:43][CH2:42][CH2:41]1.